Dataset: Catalyst prediction with 721,799 reactions and 888 catalyst types from USPTO. Task: Predict which catalyst facilitates the given reaction. (1) The catalyst class is: 548. Reactant: COC1C=C(C=CC=1)C=O.C(CC(OCC)=O)#N.N1CCCCC1.[OH:25][C:26]1[CH:34]=[CH:33][CH:32]=[C:31]2[C:27]=1[CH:28]=[CH:29][NH:30]2.[H-].[Na+].C([O:39][C:40](=O)[C:41]([C:51]#[N:52])=[CH:42][C:43]1[CH:48]=[CH:47][CH:46]=[C:45]([O:49][CH3:50])[CH:44]=1)C. Product: [C:51]([CH:41]1[C:42]([C:43]2[CH:48]=[CH:47][CH:46]=[C:45]([O:49][CH3:50])[CH:44]=2)=[C:34]2[C:26](=[C:27]3[CH:28]=[CH:29][N:30]=[C:31]3[CH:32]=[CH:33]2)[O:25][C:40]1=[O:39])#[N:52]. (2) The catalyst class is: 1. Product: [Cl:17][C:12]1[CH:11]=[C:10]([NH2:9])[CH:15]=[CH:14][C:13]=1[O:8][CH2:7][C:2]1[CH:3]=[N:4][CH:5]=[CH:6][N:1]=1. Reactant: [N:1]1[CH:6]=[CH:5][N:4]=[CH:3][C:2]=1[CH2:7][OH:8].[NH2:9][C:10]1[CH:15]=[CH:14][C:13](O)=[C:12]([Cl:17])[CH:11]=1.C1(P(C2C=CC=CC=2)C2C=CC=CC=2)C=CC=CC=1.CC(OC(/N=N/C(OC(C)C)=O)=O)C. (3) Product: [C:1]1([CH3:11])[CH:6]=[CH:5][C:4]([S:7]([O:21][CH2:20][C@H:18]2[O:19][C@H:13]([CH2:12][O:22][S:7]([C:4]3[CH:5]=[CH:6][C:1]([CH3:11])=[CH:2][CH:3]=3)(=[O:9])=[O:8])[C@@H:14]([OH:15])[C@@H:16]2[OH:17])(=[O:9])=[O:8])=[CH:3][CH:2]=1. Reactant: [C:1]1([CH3:11])[CH:6]=[CH:5][C:4]([S:7](Cl)(=[O:9])=[O:8])=[CH:3][CH:2]=1.[CH2:12]([OH:22])[C@H:13]1[O:19][C@H:18]([CH2:20][OH:21])[C@@H:16]([OH:17])[C@@H:14]1[OH:15]. The catalyst class is: 17. (4) Reactant: [F:1][C:2]1[CH:7]=[CH:6][C:5]([N:8]2[C:12]([C:13]3[CH:18]=[CH:17][C:16]([C@:19]4([C:35](=[O:37])[NH2:36])[CH2:23][CH2:22][CH2:21][N:20]4[C:24](=[O:34])[C@@H:25]([NH:29][C:30](=[O:33])[O:31][CH3:32])[CH:26]([CH3:28])[CH3:27])=[CH:15][CH:14]=3)=[CH:11][CH:10]=[C:9]2[C:38]2[CH:43]=[CH:42][C:41]([C@:44]3([C:60](=[O:62])[NH2:61])[CH2:48][CH2:47][CH2:46][N:45]3[C:49](=[O:59])[C@@H:50]([NH:54][C:55](=[O:58])[O:56][CH3:57])[CH:51]([CH3:53])[CH3:52])=[CH:40][CH:39]=2)=[CH:4][CH:3]=1.[Br:63]N1C(=O)CCC1=O. Product: [Br:63][C:10]1[CH:11]=[C:12]([C:13]2[CH:18]=[CH:17][C:16]([C@:19]3([C:35](=[O:37])[NH2:36])[CH2:23][CH2:22][CH2:21][N:20]3[C:24](=[O:34])[C@@H:25]([NH:29][C:30](=[O:33])[O:31][CH3:32])[CH:26]([CH3:28])[CH3:27])=[CH:15][CH:14]=2)[N:8]([C:5]2[CH:6]=[CH:7][C:2]([F:1])=[CH:3][CH:4]=2)[C:9]=1[C:38]1[CH:39]=[CH:40][C:41]([C@:44]2([C:60](=[O:62])[NH2:61])[CH2:48][CH2:47][CH2:46][N:45]2[C:49](=[O:59])[C@@H:50]([NH:54][C:55](=[O:58])[O:56][CH3:57])[CH:51]([CH3:52])[CH3:53])=[CH:42][CH:43]=1. The catalyst class is: 2. (5) Reactant: [CH3:1][O:2][CH2:3][CH2:4][C:5]1[CH:6]=[C:7]([C:15](OC)=[O:16])[C:8]2[C:13]([CH:14]=1)=[CH:12][CH:11]=[CH:10][CH:9]=2.CC(C[AlH]CC(C)C)C. Product: [CH3:1][O:2][CH2:3][CH2:4][C:5]1[CH:6]=[C:7]([CH2:15][OH:16])[C:8]2[C:13]([CH:14]=1)=[CH:12][CH:11]=[CH:10][CH:9]=2. The catalyst class is: 11.